Predict the product of the given reaction. From a dataset of Forward reaction prediction with 1.9M reactions from USPTO patents (1976-2016). (1) Given the reactants [CH:1]1[CH2:5][CH:4]=[CH:3][CH:2]=1.CCCCCC.C([Li])CCC.[C:17]1([CH2:23][C:24](=O)[CH2:25][C:26]2[CH:31]=[CH:30][CH:29]=[CH:28][CH:27]=2)[CH:22]=[CH:21][CH:20]=[CH:19][CH:18]=1, predict the reaction product. The product is: [CH2:25]([C:24]([CH2:23][C:17]1[CH:22]=[CH:21][CH:20]=[CH:19][CH:18]=1)=[C:2]1[CH:1]=[CH:5][CH:4]=[CH:3]1)[C:26]1[CH:31]=[CH:30][CH:29]=[CH:28][CH:27]=1. (2) Given the reactants [NH2:1][C:2](=O)[C@@H:3]([NH:22][C:23]([C:25]1([NH:31][C:32](=[O:38])[O:33][C:34]([CH3:37])([CH3:36])[CH3:35])[CH2:30][CH2:29][O:28][CH2:27][CH2:26]1)=[O:24])[CH2:4][C:5]1[CH:10]=[CH:9][C:8]([C:11]2[CH:12]=[CH:13][C:14]3[O:18][C:17](=[O:19])[N:16]([CH3:20])[C:15]=3[CH:21]=2)=[CH:7][CH:6]=1.CC[N+](S(N=C(OC)[O-])(=O)=O)(CC)CC, predict the reaction product. The product is: [C:2]([C@@H:3]([NH:22][C:23]([C:25]1([NH:31][C:32](=[O:38])[O:33][C:34]([CH3:36])([CH3:35])[CH3:37])[CH2:30][CH2:29][O:28][CH2:27][CH2:26]1)=[O:24])[CH2:4][C:5]1[CH:10]=[CH:9][C:8]([C:11]2[CH:12]=[CH:13][C:14]3[O:18][C:17](=[O:19])[N:16]([CH3:20])[C:15]=3[CH:21]=2)=[CH:7][CH:6]=1)#[N:1]. (3) Given the reactants Cl[C:2]1[C:7]([N+:8]([O-:10])=[O:9])=[CH:6][CH:5]=[C:4]([Cl:11])[N:3]=1.C(N(CC)CC)C.[CH2:19]([N:22]([CH2:35][CH2:36][CH3:37])[C:23]1[S:24][CH:25]=[C:26]([C:28]2[CH:34]=[CH:33][C:31]([NH2:32])=[CH:30][CH:29]=2)[N:27]=1)[CH2:20][CH3:21], predict the reaction product. The product is: [CH2:35]([N:22]([CH2:19][CH2:20][CH3:21])[C:23]1[S:24][CH:25]=[C:26]([C:28]2[CH:29]=[CH:30][C:31]([NH:32][C:2]3[C:7]([N+:8]([O-:10])=[O:9])=[CH:6][CH:5]=[C:4]([Cl:11])[N:3]=3)=[CH:33][CH:34]=2)[N:27]=1)[CH2:36][CH3:37]. (4) The product is: [CH3:1][N:2]([C:3]1[CH:4]=[CH:5][C:6]([C:9]2[O:10][CH2:11][CH2:12][N:13]=2)=[CH:7][CH:8]=1)[C:14](=[O:19])[CH2:15][C:16]([CH3:18])=[O:17]. Given the reactants [CH3:1][NH:2][C:3]1[CH:8]=[CH:7][C:6]([C:9]2[O:10][CH2:11][CH2:12][N:13]=2)=[CH:5][CH:4]=1.[C:14](NC1C=CC=CC=1)(=[O:19])[CH2:15][C:16]([CH3:18])=[O:17], predict the reaction product.